Dataset: NCI-60 drug combinations with 297,098 pairs across 59 cell lines. Task: Regression. Given two drug SMILES strings and cell line genomic features, predict the synergy score measuring deviation from expected non-interaction effect. Drug 1: CC12CCC(CC1=CCC3C2CCC4(C3CC=C4C5=CN=CC=C5)C)O. Drug 2: CC1C(C(CC(O1)OC2CC(CC3=C2C(=C4C(=C3O)C(=O)C5=C(C4=O)C(=CC=C5)OC)O)(C(=O)CO)O)N)O.Cl. Cell line: TK-10. Synergy scores: CSS=32.2, Synergy_ZIP=-0.617, Synergy_Bliss=-2.43, Synergy_Loewe=-9.83, Synergy_HSA=-2.19.